Dataset: Full USPTO retrosynthesis dataset with 1.9M reactions from patents (1976-2016). Task: Predict the reactants needed to synthesize the given product. Given the product [F:23][CH2:24][CH:25]([N:1]1[CH2:6][CH2:5][CH:4]([CH2:7][OH:8])[CH2:3][CH2:2]1)[CH2:26][F:27], predict the reactants needed to synthesize it. The reactants are: [NH:1]1[CH2:6][CH2:5][CH:4]([CH2:7][OH:8])[CH2:3][CH2:2]1.C(O[BH-](OC(=O)C)OC(=O)C)(=O)C.[Na+].[F:23][CH2:24][C:25](=O)[CH2:26][F:27].C([O-])(O)=O.[Na+].